Dataset: Catalyst prediction with 721,799 reactions and 888 catalyst types from USPTO. Task: Predict which catalyst facilitates the given reaction. (1) Reactant: [CH3:1][N:2]1[CH2:7][CH2:6][NH:5][CH2:4][CH2:3]1.Cl.Cl.CC1N([CH2:17][C:18]2[CH:26]=[CH:25][C:21]([C:22]([OH:24])=[O:23])=[CH:20][CH:19]=2)CCNC1. Product: [CH3:1][N:2]1[CH2:7][CH2:6][N:5]([CH2:17][C:18]2[CH:26]=[CH:25][C:21]([C:22]([OH:24])=[O:23])=[CH:20][CH:19]=2)[CH2:4][CH2:3]1. The catalyst class is: 8. (2) Reactant: [CH3:1][O:2][CH2:3][CH2:4][CH:5]1[CH2:10][NH:9][CH2:8][CH2:7][NH:6]1.[C:11](Cl)([C:24]1[CH:29]=[CH:28][CH:27]=[CH:26][CH:25]=1)([C:18]1[CH:23]=[CH:22][CH:21]=[CH:20][CH:19]=1)[C:12]1[CH:17]=[CH:16][CH:15]=[CH:14][CH:13]=1.C(N(CC)CC)C. Product: [CH3:1][O:2][CH2:3][CH2:4][CH:5]1[NH:6][CH2:7][CH2:8][N:9]([C:11]([C:12]2[CH:17]=[CH:16][CH:15]=[CH:14][CH:13]=2)([C:24]2[CH:25]=[CH:26][CH:27]=[CH:28][CH:29]=2)[C:18]2[CH:19]=[CH:20][CH:21]=[CH:22][CH:23]=2)[CH2:10]1. The catalyst class is: 4. (3) Reactant: [Cl:1][C:2]1[CH:7]=[CH:6][C:5]([CH:8]([NH:10][C:11](=[O:16])[C:12]([F:15])([F:14])[F:13])[CH3:9])=[CH:4][C:3]=1[F:17].[N+:18]([O-])([O-:20])=[O:19].[K+]. Product: [Cl:1][C:2]1[CH:7]=[CH:6][C:5]([CH:8]([NH:10][C:11](=[O:16])[C:12]([F:14])([F:15])[F:13])[CH3:9])=[C:4]([N+:18]([O-:20])=[O:19])[C:3]=1[F:17]. The catalyst class is: 65. (4) Reactant: [CH3:1][O:2][C:3]1[CH:4]=[C:5]([NH:9][C:10]2[C:19]3[C:14](=[CH:15][CH:16]=[CH:17][C:18]=3[CH2:20][N:21]3[CH2:26][CH2:25][C@@H:24]([NH:27]C(=O)OCC=C)[C@H:23]([C:34](=[O:37])[NH:35][CH3:36])[CH2:22]3)[N:13]=[CH:12][N:11]=2)[CH:6]=[CH:7][CH:8]=1.N(C)C. Product: [NH2:27][C@@H:24]1[CH2:25][CH2:26][N:21]([CH2:20][C:18]2[CH:17]=[CH:16][CH:15]=[C:14]3[C:19]=2[C:10]([NH:9][C:5]2[CH:6]=[CH:7][CH:8]=[C:3]([O:2][CH3:1])[CH:4]=2)=[N:11][CH:12]=[N:13]3)[CH2:22][C@H:23]1[C:34]([NH:35][CH3:36])=[O:37]. The catalyst class is: 176. (5) Reactant: I[CH2:2][CH2:3][CH2:4][N:5]1[C:18]2[CH:17]=[C:16]([C:19]([F:22])([F:21])[F:20])[CH:15]=[CH:14][C:13]=2[S:12][C:11]2[C:6]1=[CH:7][CH:8]=[CH:9][CH:10]=2.CC#N.C([O-])([O-])=O.[K+].[K+].C(O)(=O)C(O)=O.[CH2:38]1[C:41]2([CH2:44][NH:43][CH2:42]2)[CH2:40][N:39]1[C:45]([O:47][C:48]([CH3:51])([CH3:50])[CH3:49])=[O:46].[C:48]([O:47][C:45]([N:39]1[CH2:40][C:41]2([CH2:44][NH:43][CH2:42]2)[CH2:38]1)=[O:46])([CH3:51])([CH3:50])[CH3:49]. Product: [F:20][C:19]([F:22])([F:21])[C:16]1[CH:15]=[CH:14][C:13]2[S:12][C:11]3[C:6](=[CH:7][CH:8]=[CH:9][CH:10]=3)[N:5]([CH2:4][CH2:3][CH2:2][N:43]3[CH2:42][C:41]4([CH2:38][N:39]([C:45]([O:47][C:48]([CH3:50])([CH3:49])[CH3:51])=[O:46])[CH2:40]4)[CH2:44]3)[C:18]=2[CH:17]=1. The catalyst class is: 170.